From a dataset of Full USPTO retrosynthesis dataset with 1.9M reactions from patents (1976-2016). Predict the reactants needed to synthesize the given product. Given the product [Cl:16][C:17]1[CH:24]=[CH:23][C:22]([F:25])=[CH:21][C:18]=1[CH2:19][N:10]1[C:11]([CH3:15])([CH3:14])[C:12](=[O:13])[N:9]1[CH:1]1[CH2:8][CH2:7][CH2:6][CH2:5][CH2:4][CH2:3][CH2:2]1, predict the reactants needed to synthesize it. The reactants are: [CH:1]1([N:9]2[C:12](=[O:13])[C:11]([CH3:15])([CH3:14])[NH:10]2)[CH2:8][CH2:7][CH2:6][CH2:5][CH2:4][CH2:3][CH2:2]1.[Cl:16][C:17]1[CH:24]=[CH:23][C:22]([F:25])=[CH:21][C:18]=1[CH2:19]Br.